Dataset: Reaction yield outcomes from USPTO patents with 853,638 reactions. Task: Predict the reaction yield, written as a fraction of the theoretical maximum amount of product (1.0 means a 100% yield; for example, 0.34 means a 34% yield). The reactants are [CH2:1]1[C:9]2[C:4](=[CH:5][CH:6]=[CH:7][CH:8]=2)[CH2:3][CH:2]1[NH:10][C:11]1[N:12]=[CH:13][C:14]2[CH2:20][N:19]([C:21]([O:23][CH2:24][CH2:25][CH2:26][C:27]#[N:28])=[O:22])[CH2:18][CH2:17][C:15]=2[N:16]=1.[N:29]([Si](C)(C)C)=[N+:30]=[N-:31].C([Sn](CCCC)=O)CCC. The catalyst is C1(C)C=CC=CC=1.ClCCl. The product is [CH2:1]1[C:9]2[C:4](=[CH:5][CH:6]=[CH:7][CH:8]=2)[CH2:3][CH:2]1[NH:10][C:11]1[N:12]=[CH:13][C:14]2[CH2:20][N:19]([C:21]([O:23][CH2:24][CH2:25][CH2:26][C:27]3[NH:31][N:30]=[N:29][N:28]=3)=[O:22])[CH2:18][CH2:17][C:15]=2[N:16]=1. The yield is 0.410.